From a dataset of Forward reaction prediction with 1.9M reactions from USPTO patents (1976-2016). Predict the product of the given reaction. (1) Given the reactants [N+:1]([C:4]1[CH:14]=[CH:13][C:7]2[S:8](=[O:12])(=[O:11])[CH:9]=[CH:10][C:6]=2[CH:5]=1)([O-])=O, predict the reaction product. The product is: [O:11]=[S:8]1(=[O:12])[CH2:9][CH2:10][C:6]2[CH:5]=[C:4]([NH2:1])[CH:14]=[CH:13][C:7]1=2. (2) Given the reactants [C:14]1(P([C:14]2[CH:19]=[CH:18][CH:17]=[CH:16][CH:15]=2)[C:14]2[CH:19]=[CH:18][CH:17]=[CH:16][CH:15]=2)[CH:19]=[CH:18][CH:17]=[CH:16][CH:15]=1.[CH3:20]O.[N:22]([C:30]([O:32][CH:33](C)C)=O)=[N:23][C:24]([O:26][CH:27]([CH3:29])[CH3:28])=[O:25].[NH:36]1[CH:40]=CC(C([O-])=O)=N1.[O:44]1[CH2:48][CH2:47][CH2:46][CH2:45]1, predict the reaction product. The product is: [C:40]([C:14]1[CH:15]=[CH:16][C:17]([O:44][C:45]2[C:30]([O:32][CH3:33])=[N:22][N:23]([C:24]([O:26][C:27]([CH3:28])([CH3:29])[CH3:20])=[O:25])[C:46]=2[CH2:47][CH3:48])=[CH:18][CH:19]=1)#[N:36].